Dataset: Full USPTO retrosynthesis dataset with 1.9M reactions from patents (1976-2016). Task: Predict the reactants needed to synthesize the given product. (1) Given the product [Cl:27][C:6]1[C:7]2[S:12][C:11]3[N:13]=[C:14]([C:18]4[CH:23]=[CH:22][CH:21]=[CH:20][CH:19]=4)[CH:15]=[C:16]([CH3:17])[C:10]=3[C:8]=2[N:9]=[C:4]([S:3][CH2:1][CH3:2])[N:5]=1, predict the reactants needed to synthesize it. The reactants are: [CH2:1]([S:3][C:4]1[NH:5][C:6](=O)[C:7]2[S:12][C:11]3[N:13]=[C:14]([C:18]4[CH:23]=[CH:22][CH:21]=[CH:20][CH:19]=4)[CH:15]=[C:16]([CH3:17])[C:10]=3[C:8]=2[N:9]=1)[CH3:2].O=P(Cl)(Cl)[Cl:27].C(=O)([O-])O.[Na+]. (2) Given the product [N:19]1[CH:24]=[CH:23][CH:22]=[N:21][C:20]=1[N:25]1[CH2:30][CH2:29][N:28]([CH:2]([C:4]2[CH:9]=[CH:8][C:7]([C:10]3([NH:13][C:14](=[O:16])[CH3:15])[CH2:12][CH2:11]3)=[CH:6][CH:5]=2)[CH3:3])[CH2:27][CH2:26]1, predict the reactants needed to synthesize it. The reactants are: Cl[CH:2]([C:4]1[CH:9]=[CH:8][C:7]([C:10]2([NH:13][C:14](=[O:16])[CH3:15])[CH2:12][CH2:11]2)=[CH:6][CH:5]=1)[CH3:3].Cl.Cl.[N:19]1[CH:24]=[CH:23][CH:22]=[N:21][C:20]=1[N:25]1[CH2:30][CH2:29][NH:28][CH2:27][CH2:26]1. (3) Given the product [Cl:3][C:4]1[C:5]([CH:16]=[O:17])=[CH:6][N:7]([S:40]([C:36]2[CH:35]=[N:34][CH:39]=[CH:38][CH:37]=2)(=[O:42])=[O:41])[C:8]=1[C:9]1[CH:14]=[CH:13][CH:12]=[CH:11][C:10]=1[F:15], predict the reactants needed to synthesize it. The reactants are: [H-].[Na+].[Cl:3][C:4]1[C:5]([CH:16]=[O:17])=[CH:6][NH:7][C:8]=1[C:9]1[CH:14]=[CH:13][CH:12]=[CH:11][C:10]=1[F:15].C1OCCOCCOCCOCCOC1.Cl.[N:34]1[CH:39]=[CH:38][CH:37]=[C:36]([S:40](Cl)(=[O:42])=[O:41])[CH:35]=1. (4) Given the product [F:22][C:12]([F:21])([F:11])[C:13]1[N:14]=[C:15]2[N:19]([C:20]=1[C:9]([OH:10])=[O:24])[CH:18]=[CH:17][S:16]2, predict the reactants needed to synthesize it. The reactants are: O=P(Cl)(Cl)Cl.CN([CH:9]=[O:10])C.[F:11][C:12]([F:22])([F:21])[C:13]1[N:14]=[C:15]2[N:19]([CH:20]=1)[CH:18]=[CH:17][S:16]2.Cl([O-])=[O:24].[Na+].O.O.P([O-])(O)(O)=O.[Na+].